Dataset: Full USPTO retrosynthesis dataset with 1.9M reactions from patents (1976-2016). Task: Predict the reactants needed to synthesize the given product. Given the product [Br:1][CH2:2][CH2:3][CH2:4][CH2:5][CH2:6][S:8]([O-:11])(=[O:10])=[O:9].[Na+:12], predict the reactants needed to synthesize it. The reactants are: [Br:1][CH2:2][CH2:3][CH2:4][CH2:5][CH2:6]Br.[S:8]([O-:11])([O-:10])=[O:9].[Na+:12].[Na+].C(O)C.BrCCS([O-])(=O)=O.[Na+].